From a dataset of Reaction yield outcomes from USPTO patents with 853,638 reactions. Predict the reaction yield, written as a fraction of the theoretical maximum amount of product (1.0 means a 100% yield; for example, 0.34 means a 34% yield). (1) The reactants are [CH2:1]([N:5]([CH2:23][CH2:24]C1C=CC=CC=1)[C:6]([CH:8]1[CH2:10][N:9]1[CH:11]([C:13]1[C:22]2[C:17](=[CH:18][CH:19]=[CH:20][CH:21]=2)[CH:16]=[CH:15][CH:14]=1)[CH3:12])=[O:7])[CH2:2][CH:3]=[CH2:4]. The catalyst is ClC1C=CC=CC=1Cl. The product is [C:13]1([CH:11]([N:9]2[CH:8]3[C:6](=[O:7])[N:5]([CH2:23][CH2:24][C:13]4[CH:22]=[CH:17][CH:16]=[CH:15][CH:14]=4)[CH2:1][CH2:2][CH:3]3[CH2:4][CH2:10]2)[CH3:12])[C:22]2[C:17](=[CH:18][CH:19]=[CH:20][CH:21]=2)[CH:16]=[CH:15][CH:14]=1. The yield is 0.330. (2) The reactants are [CH3:1][O:2][CH2:3][C:4]1[CH:5]=[C:6](B(O)O)[CH:7]=[CH:8][CH:9]=1.[C:13]([O:17][C:18]([NH:20][CH2:21]/[C:22](/[F:26])=[CH:23]\[CH2:24]Br)=[O:19])([CH3:16])([CH3:15])[CH3:14].C([O-])([O-])=O.[K+].[K+].CCOC(C)=O. The catalyst is C1C=CC=CC=1.[Cl-].[Na+].O.C1C=CC(/C=C/C(/C=C/C2C=CC=CC=2)=O)=CC=1.C1C=CC(/C=C/C(/C=C/C2C=CC=CC=2)=O)=CC=1.[Pd]. The product is [C:13]([O:17][C:18]([NH:20][CH2:21]/[C:22](/[F:26])=[CH:23]\[CH2:24][C:6]1[CH:7]=[CH:8][CH:9]=[C:4]([CH2:3][O:2][CH3:1])[CH:5]=1)=[O:19])([CH3:16])([CH3:15])[CH3:14]. The yield is 0.650. (3) The reactants are [C:1]([C:5]1[CH:10]=[CH:9][CH:8]=[CH:7][C:6]=1[NH2:11])([CH3:4])([CH3:3])[CH3:2].[N+:12]([O-])([O-:14])=[O:13].[K+]. The catalyst is S(=O)(=O)(O)O. The product is [C:1]([C:5]1[CH:10]=[CH:9][C:8]([N+:12]([O-:14])=[O:13])=[CH:7][C:6]=1[NH2:11])([CH3:4])([CH3:2])[CH3:3]. The yield is 0.640. (4) The reactants are Cl[CH2:2][CH2:3][CH2:4][CH2:5][CH:6]([C:16]1[NH:20][N:19]=[C:18]([NH:21][C:22]2[CH:27]=[CH:26][C:25]([N:28]3[CH:32]=[C:31]([Cl:33])[N:30]=[CH:29]3)=[C:24]([O:34][CH3:35])[CH:23]=2)[N:17]=1)[C:7]1[CH:12]=[C:11]([F:13])[C:10]([F:14])=[C:9]([F:15])[CH:8]=1.[I-].[Na+]. The catalyst is CC(C)=O. The product is [Cl:33][C:31]1[N:30]=[CH:29][N:28]([C:25]2[CH:26]=[CH:27][C:22]([NH:21][C:18]3[N:17]=[C:16]4[CH:6]([C:7]5[CH:12]=[C:11]([F:13])[C:10]([F:14])=[C:9]([F:15])[CH:8]=5)[CH2:5][CH2:4][CH2:3][CH2:2][N:20]4[N:19]=3)=[CH:23][C:24]=2[O:34][CH3:35])[CH:32]=1. The yield is 0.170. (5) The reactants are Cl.Cl.N1CCC([C:9]2[N:13]3[CH2:14][CH2:15][CH2:16][CH2:17][C:12]3=[N:11][CH:10]=2)CC1.[CH2:18]1[CH2:28][CH2:27][N:26]2C(=NC[CH2:24][CH2:25]2)CC1.[Cl:29][C:30]1[CH:35]=[CH:34][C:33](/[CH:36]=[CH:37]/[S:38]([CH2:41][CH2:42][C:43]([OH:45])=O)(=[O:40])=[O:39])=[CH:32][CH:31]=1.CCN=C=NCCCN(C)C.C1C=CC2N(O)N=NC=2C=1. The yield is 0.180. The catalyst is C(#N)C.C(N(CC)CC)C. The product is [Cl:29][C:30]1[CH:31]=[CH:32][C:33](/[CH:36]=[CH:37]/[S:38]([CH2:41][CH2:42][C:43]([N:26]2[CH2:25][CH2:24][CH:18]([N:11]3[CH:12]4[CH2:17][CH2:16][CH2:15][CH2:14][N:13]4[CH:9]=[CH:10]3)[CH2:28][CH2:27]2)=[O:45])(=[O:39])=[O:40])=[CH:34][CH:35]=1. (6) The catalyst is CN(C)C=O.C(OCC)(=O)C. The product is [CH3:14][O:13][C:8]1[CH:9]=[CH:10][C:11]2[C:6](=[CH:5][CH:4]=[C:3]([CH:2]([CH3:1])[C:15]([O:17][C:44]3[CH:52]=[CH:51][C:47]([C:48](=[O:49])[NH2:50])=[CH:46][CH:45]=3)=[O:16])[CH:12]=2)[CH:7]=1. The reactants are [CH3:1][C@H:2]([C:15]([OH:17])=[O:16])[C:3]1[CH:4]=[CH:5][C:6]2[CH:7]=[C:8]([O:13][CH3:14])[CH:9]=[CH:10][C:11]=2[CH:12]=1.OC1C2N=NNC=2C=CC=1.C1CCC(N=C=NC2CCCCC2)CC1.O[C:44]1[CH:52]=[CH:51][C:47]([C:48]([NH2:50])=[O:49])=[CH:46][CH:45]=1. The yield is 0.320.